Dataset: Reaction yield outcomes from USPTO patents with 853,638 reactions. Task: Predict the reaction yield, written as a fraction of the theoretical maximum amount of product (1.0 means a 100% yield; for example, 0.34 means a 34% yield). (1) The reactants are [CH:1]1([N:6]2[C:11]3[N:12]=[C:13]([NH:17][CH2:18][CH3:19])[N:14]=[C:15]([CH3:16])[C:10]=3[CH:9]=[C:8]([CH2:20][CH2:21][C:22]([O:24]CC)=[O:23])[C:7]2=[O:27])[CH2:5][CH2:4][CH2:3][CH2:2]1.[OH-].[Li+].Cl. The catalyst is C1COCC1.O. The product is [CH:1]1([N:6]2[C:11]3[N:12]=[C:13]([NH:17][CH2:18][CH3:19])[N:14]=[C:15]([CH3:16])[C:10]=3[CH:9]=[C:8]([CH2:20][CH2:21][C:22]([OH:24])=[O:23])[C:7]2=[O:27])[CH2:2][CH2:3][CH2:4][CH2:5]1. The yield is 0.810. (2) The reactants are P([O-])([O-])([O-])=O.[K+].[K+].[K+].Cl[C:10]1[CH:11]=[CH:12][C:13]2[N:19]3[CH2:20][C@H:16]([CH2:17][CH2:18]3)[N:15]([C:21]([NH:23][C:24]3[CH:29]=[N:28][CH:27]=[CH:26][N:25]=3)=[O:22])[C:14]=2[N:30]=1.[F:31][CH:32]([F:47])[N:33]1[CH:37]=[C:36](B2OC(C)(C)C(C)(C)O2)[CH:35]=[N:34]1.CC(C1C=C(C(C)C)C(C2C=CC=CC=2P(C2CCCCC2)C2CCCCC2)=C(C(C)C)C=1)C. The catalyst is O1CCOCC1.O.C1C=CC(/C=C/C(/C=C/C2C=CC=CC=2)=O)=CC=1.C1C=CC(/C=C/C(/C=C/C2C=CC=CC=2)=O)=CC=1.C1C=CC(/C=C/C(/C=C/C2C=CC=CC=2)=O)=CC=1.[Pd].[Pd]. The product is [F:31][CH:32]([F:47])[N:33]1[CH:37]=[C:36]([C:10]2[CH:11]=[CH:12][C:13]3[N:19]4[CH2:20][C@H:16]([CH2:17][CH2:18]4)[N:15]([C:21]([NH:23][C:24]4[CH:29]=[N:28][CH:27]=[CH:26][N:25]=4)=[O:22])[C:14]=3[N:30]=2)[CH:35]=[N:34]1. The yield is 0.636. (3) The reactants are Br[C:2]1[O:11][CH2:10][C:9]2[CH:8]([N:12]([CH3:14])[CH3:13])[CH2:7][C:6]3=[CH:15][N:16]([Si:18]([CH:25]([CH3:27])[CH3:26])([CH:22]([CH3:24])[CH3:23])[CH:19]([CH3:21])[CH3:20])[CH:17]=[C:4]([C:5]=23)[CH:3]=1.[Li]CCCC.CN(C)[CH:35]=[O:36]. The catalyst is O1CCCC1.[Cl-].[NH4+]. The product is [CH3:13][N:12]([CH3:14])[CH:8]1[C:9]2[CH2:10][O:11][C:2]([CH:35]=[O:36])=[CH:3][C:4]3=[CH:17][N:16]([Si:18]([CH:22]([CH3:24])[CH3:23])([CH:25]([CH3:26])[CH3:27])[CH:19]([CH3:20])[CH3:21])[CH:15]=[C:6]([C:5]=23)[CH2:7]1. The yield is 0.590.